The task is: Predict the reaction yield, written as a fraction of the theoretical maximum amount of product (1.0 means a 100% yield; for example, 0.34 means a 34% yield).. This data is from Reaction yield outcomes from USPTO patents with 853,638 reactions. (1) The reactants are [H-].[Na+].[Cl:3][C:4]1[C:5]([F:25])=[C:6]([CH:10]([OH:24])[C@@H:11]2[CH2:16][CH2:15][CH2:14][N:13]([C:17]([O:19][C:20]([CH3:23])([CH3:22])[CH3:21])=[O:18])[CH2:12]2)[CH:7]=[CH:8][CH:9]=1.Br[CH2:27][C:28]([O:30][CH2:31][CH3:32])=[O:29].[NH4+].[Cl-]. The yield is 0.800. The product is [Cl:3][C:4]1[C:5]([F:25])=[C:6]([CH:10]([O:24][CH2:27][C:28]([O:30][CH2:31][CH3:32])=[O:29])[C@@H:11]2[CH2:16][CH2:15][CH2:14][N:13]([C:17]([O:19][C:20]([CH3:21])([CH3:22])[CH3:23])=[O:18])[CH2:12]2)[CH:7]=[CH:8][CH:9]=1. The catalyst is C1COCC1. (2) The reactants are [CH2:1]=[C:2]([C:4]1[CH:5]=[CH:6][C:7]([NH2:10])=[N:8][CH:9]=1)[CH3:3]. The catalyst is CO.[Pd]. The product is [CH3:1][CH:2]([C:4]1[CH:5]=[CH:6][C:7]([NH2:10])=[N:8][CH:9]=1)[CH3:3]. The yield is 0.960. (3) The reactants are [NH2:1][C:2](=O)[C@@H:3]([NH:5][C:6](=[O:12])[O:7][C:8]([CH3:11])([CH3:10])[CH3:9])[CH3:4].N1C(Cl)=NC(Cl)=NC=1Cl.O. The catalyst is CN(C)C=O. The product is [C:2]([C@@H:3]([NH:5][C:6](=[O:12])[O:7][C:8]([CH3:11])([CH3:10])[CH3:9])[CH3:4])#[N:1]. The yield is 0.630. (4) The product is [CH3:12][C:13]1[CH:17]=[C:16]([NH:18][C:9](=[O:10])[CH2:8][C:5]2[CH:6]=[CH:7][C:2]([Cl:1])=[CH:3][CH:4]=2)[O:15][N:14]=1. The reactants are [Cl:1][C:2]1[CH:7]=[CH:6][C:5]([CH2:8][C:9](Cl)=[O:10])=[CH:4][CH:3]=1.[CH3:12][C:13]1[CH:17]=[C:16]([NH2:18])[O:15][N:14]=1. The catalyst is CCOCC.C([O-])(O)=O.[Na+]. The yield is 0.930. (5) The reactants are Br[C:2]1[C:3]([O:14][CH3:15])=[CH:4][CH:5]=[C:6]2[C:11]=1[N:10]([CH3:12])[C:9](=[O:13])[CH:8]=[CH:7]2.[CH2:16]([Sn](CCCC)(CCCC)CCCC)[CH:17]=[CH2:18].[F-].[Cs+]. The catalyst is O1CCOCC1. The product is [CH3:12][N:10]1[C:11]2[C:6](=[CH:5][CH:4]=[C:3]([O:14][CH3:15])[C:2]=2[CH2:18][CH:17]=[CH2:16])[CH:7]=[CH:8][C:9]1=[O:13]. The yield is 0.900.